From a dataset of Peptide-MHC class I binding affinity with 185,985 pairs from IEDB/IMGT. Regression. Given a peptide amino acid sequence and an MHC pseudo amino acid sequence, predict their binding affinity value. This is MHC class I binding data. (1) The peptide sequence is GLYSSTVPV. The MHC is HLA-A11:01 with pseudo-sequence HLA-A11:01. The binding affinity (normalized) is 0.00166. (2) The peptide sequence is NSGEETIGE. The MHC is HLA-B27:05 with pseudo-sequence HLA-B27:05. The binding affinity (normalized) is 0. (3) The peptide sequence is FPFKHAAAF. The MHC is Mamu-A2201 with pseudo-sequence Mamu-A2201. The binding affinity (normalized) is 0.995. (4) The peptide sequence is FPLTQRDVL. The MHC is HLA-A31:01 with pseudo-sequence HLA-A31:01. The binding affinity (normalized) is 0.0847. (5) The peptide sequence is EAMNEENRF. The MHC is HLA-A24:02 with pseudo-sequence HLA-A24:02. The binding affinity (normalized) is 0. (6) The peptide sequence is VSEKYTDMY. The MHC is HLA-A31:01 with pseudo-sequence HLA-A31:01. The binding affinity (normalized) is 0.0847. (7) The peptide sequence is AQPLPQRQK. The MHC is HLA-A68:01 with pseudo-sequence HLA-A68:01. The binding affinity (normalized) is 0.259.